This data is from Forward reaction prediction with 1.9M reactions from USPTO patents (1976-2016). The task is: Predict the product of the given reaction. Given the reactants [C:1]([C:3]1[C:8](=[O:9])[N:7]([C:10]2[CH:15]=[CH:14][C:13]([C@H:16]3[CH2:21][CH2:20][C@H:19]([CH2:22][C:23]([O:25][CH3:26])=[O:24])[CH2:18][CH2:17]3)=[CH:12][CH:11]=2)[CH2:6][CH2:5][C:4]=1OC)#[N:2].[N:29]#[C:30][NH2:31].C[O-].[Na+].Cl, predict the reaction product. The product is: [C:1]([C:3]1[C:8](=[O:9])[N:7]([C:10]2[CH:15]=[CH:14][C:13]([C@H:16]3[CH2:21][CH2:20][C@H:19]([CH2:22][C:23]([O:25][CH3:26])=[O:24])[CH2:18][CH2:17]3)=[CH:12][CH:11]=2)[CH2:6][CH2:5][C:4]=1[NH:31][C:30]#[N:29])#[N:2].